From a dataset of Forward reaction prediction with 1.9M reactions from USPTO patents (1976-2016). Predict the product of the given reaction. (1) The product is: [Cl:19][C:20]1[C:27]([Cl:28])=[CH:26][CH:25]=[CH:24][C:21]=1[CH2:22][N:7]1[C:8]([CH2:10][CH2:11][C:12]([O:14][CH2:15][CH3:16])=[O:13])=[CH:9][C:5]([O:4][CH:1]([CH3:3])[CH3:2])=[N:6]1. Given the reactants [CH:1]([O:4][C:5]1[CH:9]=[C:8]([CH2:10][CH2:11][C:12]([O:14][CH2:15][CH3:16])=[O:13])[NH:7][N:6]=1)([CH3:3])[CH3:2].[H-].[Na+].[Cl:19][C:20]1[C:27]([Cl:28])=[CH:26][CH:25]=[CH:24][C:21]=1[CH2:22]Cl.Cl, predict the reaction product. (2) Given the reactants [CH2:1]([O:8][C:9]1[CH:10]=[C:11]([CH:13]=[CH:14][CH:15]=1)[NH2:12])[C:2]1[CH:7]=[CH:6][CH:5]=[CH:4][CH:3]=1.[NH2:16][CH2:17][C:18]([CH3:21])([OH:20])[CH3:19].[CH3:22][O:23][CH2:24][CH2:25][C:26](Cl)=O.C(OC1C=[CH:42][C:40]([NH2:41])=[CH:39]C=1)C1C=CC=CC=1.C(N)CC.C([O:50][CH2:51][C:52](Cl)=[O:53])C.C(OC1C=CC2[C:67]3[N:75](CC(C)(O)C)C(CCOC)=[N:73][C:68]=3[CH:69]=NC=2C=1)C1C=CC=CC=1.NC1C2N=C(CCOC)N(CC(O)(C)C)C=2C2C=CC(O)=CC=2N=1.BrCC1OCCO1.C(=O)([O-])[O-].[K+].[K+], predict the reaction product. The product is: [CH2:1]([O:8][C:9]1[CH:15]=[CH:14][C:13]2[C:39]3[N:16]([CH2:17][C:18]([CH3:21])([OH:20])[CH3:19])[C:26]([CH2:25][CH2:24][O:23][CH3:22])=[N:41][C:40]=3[CH:42]=[N:12][C:11]=2[CH:10]=1)[C:2]1[CH:3]=[CH:4][CH:5]=[CH:6][CH:7]=1.[NH2:75][C:67]1[C:68]2[N:73]=[C:26]([CH2:25][CH2:24][O:23][CH3:22])[N:16]([CH2:17][C:18]([CH3:21])([OH:20])[CH3:19])[C:69]=2[C:13]2[CH:14]=[CH:15][C:9]([O:8][CH2:1][CH:2]3[O:50][CH2:51][CH2:52][O:53]3)=[CH:10][C:11]=2[N:12]=1. (3) Given the reactants [C:1]([C:4]1[CH:5]=[N:6][CH:7]=[CH:8][C:9]=1[NH:10]C(=O)OC(C)(C)C)#[C:2][CH3:3].N12CCCN=C1CCCCC2, predict the reaction product. The product is: [CH3:3][C:2]1[NH:10][C:9]2[CH:8]=[CH:7][N:6]=[CH:5][C:4]=2[CH:1]=1. (4) Given the reactants Cl.[N:2]1([C:8]2[C:13]([C:14]([O:16][CH:17]([CH3:19])[CH3:18])=[O:15])=[CH:12][CH:11]=[CH:10][N:9]=2)[CH2:7][CH2:6][NH:5][CH2:4][CH2:3]1.[OH-].[Na+], predict the reaction product. The product is: [N:2]1([C:8]2[C:13]([C:14]([O:16][CH:17]([CH3:19])[CH3:18])=[O:15])=[CH:12][CH:11]=[CH:10][N:9]=2)[CH2:3][CH2:4][NH:5][CH2:6][CH2:7]1. (5) Given the reactants [Cl:1][C:2]1[CH:3]=[C:4]([CH:8]=[CH:9][C:10]=1[O:11][C:12]1[CH:17]=[CH:16][CH:15]=[C:14]([F:18])[CH:13]=1)[C:5]([OH:7])=O.ON1C2C=CC=CC=2N=N1.Cl.C(N=C=NCCCN(C)C)C.[Si]([O:48][CH2:49][C:50]1[S:54][C:53]([C:55](=[N:57]O)[NH2:56])=[C:52]([CH2:59][CH3:60])[CH:51]=1)(C(C)(C)C)(C)C.[F-].C([N+](CCCC)(CCCC)CCCC)CCC.O1CCCC1, predict the reaction product. The product is: [Cl:1][C:2]1[CH:3]=[C:4]([C:5]2[O:7][N:57]=[C:55]([C:53]3[S:54][C:50]([CH2:49][OH:48])=[CH:51][C:52]=3[CH2:59][CH3:60])[N:56]=2)[CH:8]=[CH:9][C:10]=1[O:11][C:12]1[CH:17]=[CH:16][CH:15]=[C:14]([F:18])[CH:13]=1. (6) Given the reactants [C:1]1([N:7]2[C:11]([CH2:12][CH2:13][CH:14]=O)=[CH:10][C:9]([CH3:16])=[N:8]2)[CH:6]=[CH:5][CH:4]=[CH:3][CH:2]=1.[F:17][C:18]1[CH:23]=[CH:22][CH:21]=[CH:20][C:19]=1[N:24]1[CH2:29][CH2:28][NH:27][CH2:26][CH2:25]1.CCN(C(C)C)C(C)C.[BH-](OC(C)=O)(OC(C)=O)OC(C)=O.[Na+], predict the reaction product. The product is: [F:17][C:18]1[CH:23]=[CH:22][CH:21]=[CH:20][C:19]=1[N:24]1[CH2:29][CH2:28][N:27]([CH2:14][CH2:13][CH2:12][C:11]2[N:7]([C:1]3[CH:6]=[CH:5][CH:4]=[CH:3][CH:2]=3)[N:8]=[C:9]([CH3:16])[CH:10]=2)[CH2:26][CH2:25]1. (7) Given the reactants [Cl:1][C:2]1[C:7]([N+:8]([O-])=O)=[CH:6][CH:5]=[C:4]([Cl:11])N=1.[CH3:12]C(=O)OCC, predict the reaction product. The product is: [Cl:1][C:2]1[CH:12]=[C:4]([Cl:11])[CH:5]=[CH:6][C:7]=1[NH2:8].